This data is from Full USPTO retrosynthesis dataset with 1.9M reactions from patents (1976-2016). The task is: Predict the reactants needed to synthesize the given product. (1) Given the product [CH2:1]([O:3][C:4]1[C:5]([CH3:15])=[CH:6][C:7]([NH2:12])=[C:8]([O:10][CH3:11])[CH:9]=1)[CH3:2], predict the reactants needed to synthesize it. The reactants are: [CH2:1]([O:3][C:4]1[CH:9]=[C:8]([O:10][CH3:11])[C:7]([N+:12]([O-])=O)=[CH:6][C:5]=1[CH3:15])[CH3:2]. (2) Given the product [C:2]([O:4][C:19]1[C:18]([F:22])=[CH:17][C:9]([C:10]([NH:12][S:13]([CH3:16])(=[O:15])=[O:14])=[O:11])=[C:8]([F:7])[CH:20]=1)([CH3:5])([CH3:3])[CH3:1], predict the reactants needed to synthesize it. The reactants are: [CH3:1][C:2]([CH3:5])([O-:4])[CH3:3].[K+].[F:7][C:8]1[CH:20]=[C:19](F)[C:18]([F:22])=[CH:17][C:9]=1[C:10]([NH:12][S:13]([CH3:16])(=[O:15])=[O:14])=[O:11].O.